The task is: Predict the product of the given reaction.. This data is from Forward reaction prediction with 1.9M reactions from USPTO patents (1976-2016). (1) The product is: [Br:13][CH2:1][C:2]1[CH:3]=[CH:4][C:5]([C:8]2[CH:12]=[CH:11][O:10][N:9]=2)=[CH:6][CH:7]=1. Given the reactants [CH3:1][C:2]1[CH:7]=[CH:6][C:5]([C:8]2[CH:12]=[CH:11][O:10][N:9]=2)=[CH:4][CH:3]=1.[Br:13]N1C(=O)CCC1=O, predict the reaction product. (2) Given the reactants [H-].[H-].[H-].[H-].[Li+].[Al+3].C1COCC1.[C:12]1([CH2:18][N:19]2[CH2:30][CH2:29][C:22]3([NH:27][C:26](=O)[CH2:25][O:24][CH2:23]3)[CH2:21][CH2:20]2)[CH:17]=[CH:16][CH:15]=[CH:14][CH:13]=1.[OH-].[Na+], predict the reaction product. The product is: [C:12]1([CH2:18][N:19]2[CH2:30][CH2:29][C:22]3([NH:27][CH2:26][CH2:25][O:24][CH2:23]3)[CH2:21][CH2:20]2)[CH:17]=[CH:16][CH:15]=[CH:14][CH:13]=1. (3) Given the reactants [CH:1]([N:4]1[CH2:9][CH2:8][N:7]([C:10](=O)[CH2:11][CH2:12][C:13]([C:16]2[CH:21]=[CH:20][CH:19]=[CH:18][CH:17]=2)=[N:14]O)[CH2:6][CH2:5]1)([CH3:3])[CH3:2].[H-].[Al+3].[Li+].[H-].[H-].[H-], predict the reaction product. The product is: [CH:1]([N:4]1[CH2:9][CH2:8][N:7]([CH2:10][CH2:11][CH2:12][CH:13]([NH2:14])[C:16]2[CH:17]=[CH:18][CH:19]=[CH:20][CH:21]=2)[CH2:6][CH2:5]1)([CH3:3])[CH3:2]. (4) Given the reactants OC(C(F)(F)F)=O.[NH2:8][CH2:9][CH2:10][C:11]1[CH:16]=[CH:15][C:14]([N:17]2[S:21](=[O:23])(=[O:22])[N:20]([CH2:24][CH2:25][Si:26]([CH3:29])([CH3:28])[CH3:27])[C:19](=[O:30])[CH2:18]2)=[C:13]([O:31][CH2:32][C:33]2[CH:38]=[CH:37][CH:36]=[CH:35][CH:34]=2)[CH:12]=1.C(N(CC)CC)C.[C:46](Cl)(=[O:53])[C:47]1[CH:52]=[CH:51][CH:50]=[CH:49][CH:48]=1, predict the reaction product. The product is: [CH2:32]([O:31][C:13]1[CH:12]=[C:11]([CH2:10][CH2:9][NH:8][C:46](=[O:53])[C:47]2[CH:52]=[CH:51][CH:50]=[CH:49][CH:48]=2)[CH:16]=[CH:15][C:14]=1[N:17]1[CH2:18][C:19](=[O:30])[N:20]([CH2:24][CH2:25][Si:26]([CH3:27])([CH3:28])[CH3:29])[S:21]1(=[O:23])=[O:22])[C:33]1[CH:34]=[CH:35][CH:36]=[CH:37][CH:38]=1. (5) Given the reactants [Li]CCCC.[CH:13]1(N[CH:13]2[CH2:18][CH2:17][CH2:16][CH2:15][CH2:14]2)[CH2:18][CH2:17][CH2:16][CH2:15][CH2:14]1.[CH:19]1([C:26]([O:28][CH3:29])=[O:27])[CH2:25][CH2:24][CH2:23][CH2:22][CH2:21][CH2:20]1.P(C(C)(C)C)(C(C)(C)C)C(C)(C)C.[H+].[B-](F)(F)(F)F.BrC1C=CC=CC=1, predict the reaction product. The product is: [C:13]1([C:19]2([C:26]([O:28][CH3:29])=[O:27])[CH2:25][CH2:24][CH2:23][CH2:22][CH2:21][CH2:20]2)[CH:14]=[CH:15][CH:16]=[CH:17][CH:18]=1.